Task: Predict the product of the given reaction.. Dataset: Forward reaction prediction with 1.9M reactions from USPTO patents (1976-2016) (1) The product is: [S:18]1[CH2:19][CH2:20][N:15]([C:2]2[O:3][C:4]3[C:5](=[C:7]([C:11]([O:13][CH3:14])=[O:12])[CH:8]=[CH:9][CH:10]=3)[N:6]=2)[CH2:16][CH2:17]1. Given the reactants Cl[C:2]1[O:3][C:4]2[C:5](=[C:7]([C:11]([O:13][CH3:14])=[O:12])[CH:8]=[CH:9][CH:10]=2)[N:6]=1.[NH:15]1[CH2:20][CH2:19][S:18][CH2:17][CH2:16]1.CCOC(C)=O, predict the reaction product. (2) Given the reactants [NH2:1][C:2]1[CH:9]=[CH:8][CH:7]=[CH:6][C:3]=1[CH2:4][NH2:5].[C:10](O[C:10]([O:12][C:13]([CH3:16])([CH3:15])[CH3:14])=[O:11])([O:12][C:13]([CH3:16])([CH3:15])[CH3:14])=[O:11], predict the reaction product. The product is: [NH2:1][C:2]1[CH:9]=[CH:8][CH:7]=[CH:6][C:3]=1[CH2:4][NH:5][C:10](=[O:11])[O:12][C:13]([CH3:16])([CH3:15])[CH3:14]. (3) Given the reactants C([O:5][C:6](=[O:34])[CH2:7][N:8]([S:17]([C:20]1[CH:25]=[CH:24][C:23]([O:26][C:27]2[CH:32]=[CH:31][C:30]([F:33])=[CH:29][CH:28]=2)=[CH:22][CH:21]=1)(=[O:19])=[O:18])[CH2:9][C:10]([O:12]C(C)(C)C)=[O:11])(C)(C)C, predict the reaction product. The product is: [F:33][C:30]1[CH:31]=[CH:32][C:27]([O:26][C:23]2[CH:22]=[CH:21][C:20]([S:17]([N:8]([CH2:7][C:6]([OH:34])=[O:5])[CH2:9][C:10]([OH:12])=[O:11])(=[O:19])=[O:18])=[CH:25][CH:24]=2)=[CH:28][CH:29]=1. (4) Given the reactants [CH2:1]([O:3][C:4](=[O:22])[CH2:5][C:6]1[NH:7][C:8](=O)[C:9]2[C:14]([C:15]3[CH:20]=[CH:19][CH:18]=[CH:17][CH:16]=3)=[CH:13][S:12][C:10]=2[N:11]=1)[CH3:2].P(Cl)(Cl)([Cl:25])=O.CN(C)C1C=CC=CC=1, predict the reaction product. The product is: [CH2:1]([O:3][C:4](=[O:22])[CH2:5][C:6]1[N:7]=[C:8]([Cl:25])[C:9]2[C:14]([C:15]3[CH:20]=[CH:19][CH:18]=[CH:17][CH:16]=3)=[CH:13][S:12][C:10]=2[N:11]=1)[CH3:2]. (5) Given the reactants Br[CH2:2][C:3]([N:5]1[CH2:9][C@@H:8]2[CH2:10][N:11]([C:13]([O:15][C:16]([CH3:19])([CH3:18])[CH3:17])=[O:14])[CH2:12][C@@H:7]2[CH2:6]1)=[O:4].[Cl:20][C:21]1[CH:26]=[CH:25][C:24]([OH:27])=[C:23]([CH3:28])[CH:22]=1.C(=O)([O-])[O-].[Cs+].[Cs+], predict the reaction product. The product is: [Cl:20][C:21]1[CH:26]=[CH:25][C:24]([O:27][CH2:2][C:3]([N:5]2[CH2:9][C@@H:8]3[CH2:10][N:11]([C:13]([O:15][C:16]([CH3:19])([CH3:18])[CH3:17])=[O:14])[CH2:12][C@@H:7]3[CH2:6]2)=[O:4])=[C:23]([CH3:28])[CH:22]=1.